Dataset: Forward reaction prediction with 1.9M reactions from USPTO patents (1976-2016). Task: Predict the product of the given reaction. (1) Given the reactants Cl[C:2]1[N:3]=[C:4]([O:29][CH:30]2[CH2:34][CH2:33][CH2:32][CH2:31]2)[C:5]2[C:10]([C:11]3[CH:20]=[CH:19][C:14]([C:15]([NH:17][CH3:18])=[O:16])=[CH:13][CH:12]=3)=[CH:9][N:8]([CH2:21][O:22][CH2:23][CH2:24][Si:25]([CH3:28])([CH3:27])[CH3:26])[C:6]=2[N:7]=1.[NH2:35][C:36]1[CH:45]=[CH:44][C:39]([C:40]([NH:42][CH3:43])=[O:41])=[CH:38][C:37]=1[O:46][CH3:47].C1(P(C2C=CC=CC=2)C2C=CC3C(=CC=CC=3)C=2C2C3C(=CC=CC=3)C=CC=2P(C2C=CC=CC=2)C2C=CC=CC=2)C=CC=CC=1.C(=O)([O-])[O-].[Cs+].[Cs+], predict the reaction product. The product is: [CH:30]1([O:29][C:4]2[C:5]3[C:10]([C:11]4[CH:20]=[CH:19][C:14]([C:15](=[O:16])[NH:17][CH3:18])=[CH:13][CH:12]=4)=[CH:9][N:8]([CH2:21][O:22][CH2:23][CH2:24][Si:25]([CH3:28])([CH3:27])[CH3:26])[C:6]=3[N:7]=[C:2]([NH:35][C:36]3[CH:45]=[CH:44][C:39]([C:40]([NH:42][CH3:43])=[O:41])=[CH:38][C:37]=3[O:46][CH3:47])[N:3]=2)[CH2:34][CH2:33][CH2:32][CH2:31]1. (2) Given the reactants [CH2:1]([O:3][C:4](=[O:28])[CH2:5][C:6]1[CH:7]=[C:8]([C:14]2[CH:19]=[CH:18][C:17]([C:20]([F:23])([F:22])[F:21])=[CH:16][C:15]=2[CH2:24][NH:25][CH2:26][CH3:27])[C:9]([O:12][CH3:13])=[CH:10][CH:11]=1)[CH3:2].C(N(CC)CC)C.[CH2:36]([N:43]=[C:44]=[O:45])[C:37]1[CH:42]=[CH:41][CH:40]=[CH:39][CH:38]=1, predict the reaction product. The product is: [CH2:1]([O:3][C:4](=[O:28])[CH2:5][C:6]1[CH:7]=[C:8]([C:14]2[CH:19]=[CH:18][C:17]([C:20]([F:23])([F:21])[F:22])=[CH:16][C:15]=2[CH2:24][N:25]([CH2:26][CH3:27])[C:44]([NH:43][CH2:36][C:37]2[CH:42]=[CH:41][CH:40]=[CH:39][CH:38]=2)=[O:45])[C:9]([O:12][CH3:13])=[CH:10][CH:11]=1)[CH3:2]. (3) Given the reactants C([O:8][C:9]1[CH:14]=[CH:13][C:12]([N:15]2[C:19]3=[N:20][CH:21]=[CH:22][CH:23]=[C:18]3[N:17]([CH:24]([CH3:26])[CH3:25])[C:16]2=[O:27])=[CH:11][CH:10]=1)C1C=CC=CC=1, predict the reaction product. The product is: [OH:8][C:9]1[CH:10]=[CH:11][C:12]([N:15]2[C:19]3=[N:20][CH:21]=[CH:22][CH:23]=[C:18]3[N:17]([CH:24]([CH3:25])[CH3:26])[C:16]2=[O:27])=[CH:13][CH:14]=1.